This data is from Experimentally validated miRNA-target interactions with 360,000+ pairs, plus equal number of negative samples. The task is: Binary Classification. Given a miRNA mature sequence and a target amino acid sequence, predict their likelihood of interaction. (1) The miRNA is hsa-miR-4475 with sequence CAAGGGACCAAGCAUUCAUUAU. The protein sequence of the target gene is MTTFKEGLTFKDVAVVFTEEELGLLDPVQRNLYQDVMLENFRNLLSVGHHPFKHDVFLLEKEKKLDIMKTATQRKGKSADKIQSEVETVPEAGRHEELYWGQIWKQIASDLIKYEDSMISISRFPRQGDLSCQVRAGLYTTHTGQKFYQCDEYKKSFTDVFNFDLHQQLHSGEKSHTCDECGKSFCYISALHIHQRVHMGEKCYKCDVCGKEFSQSSHLQTHQRVHTVEKPFKCVECGKGFSRRSTLTVHCKLHSGEKPYNCEECGRAFIHASHLQEHQRIHTGEKPFKCDTCGKNFRRR.... Result: 0 (no interaction). (2) The miRNA is hsa-miR-193b-3p with sequence AACUGGCCCUCAAAGUCCCGCU. The protein sequence of the target gene is MSGGTPYIGSKISLISKAEIRYEGILYTIDTENSTVALAKVRSFGTEDRPTDRPIPPRDEVFEYIIFRGSDIKDLTVCEPPKPQCSLPQDPAIVQSSLGSSTSSFQSMGSYGPFGRMPTYSQFSPSSLVGQQFGAVGVAGSSLTSFGTETSNSGTLPQSSAVGSAFTQDTRSLKTQLSQGRSSPQLDPLRKSPTMEQAVQTASAHLPAPAAVGRRSPVSTRPLPSASQKAGENQEHRRAEVHKVSRPENEQLRNDNKRQVAPGAPSAPRRGRGGHRGGRGRFGIRRDGPMKFEKDFDFES.... Result: 0 (no interaction). (3) The miRNA is mmu-miR-3068-5p with sequence UUGGAGUUCAUGCAAGUUCUAACC. The protein sequence of the target gene is MEVPAAGRVPAEGAPTAAVAEVRCPGPAPLRLLEWRVAAGAAVRIGSVLAVFEAAASAQSSGASQSRVASGGCVRPARPERRLRSERAGVVRELCAQPGQVVAPGAVLVRLEGCSHPVVMKGLCAECGQDLTQLQSKNGKQQVPLSTATVSMVHSVPELMVSSEQAEQLGREDQQRLHRNRKLVLMVDLDQTLIHTTEQHCQQMSNKGIFHFQLGRGEPMLHTRLRPHCKDFLEKIAKLYELHVFTFGSRLYAHTIAGFLDPEKKLFSHRILSRDECIDPFSKTGNLRNLFPCGDSMVCI.... Result: 0 (no interaction). (4) The miRNA is hsa-miR-4662a-3p with sequence AAAGAUAGACAAUUGGCUAAAU. The protein sequence of the target gene is MQPSEMVMNPKQVFLSVLIFGVAGLLLFMYLQVWIEEQHTGRVEKRREQKVTSGWGPVKYLRPVPRIMSTEKIQEHITNQNPKFHMPEDVREKKENLLLNSERSTRLLTKTSHSQGGDQALSKSTGSPTEKLIEKRQGAKTVFNKFSNMNWPVDIHPLNKSLVKDNKWKKTEETQEKRRSFLQEFCKKYGGVSHHQSHLFHTVSRIYVEDKHKILYCEVPKAGCSNWKRILMVLNGLASSAYNISHNAVHYGKHLKKLDSFDLKGIYTRLNTYTKAVFVRDPMERLVSAFRDKFEHPNSY.... Result: 0 (no interaction). (5) The miRNA is rno-miR-29b-1-5p with sequence UUUCAUAUGGUGGUUUAGAUUU. The protein sequence of the target gene is MDVLASYSIFQELQLVHDTGYFSALPSLEETWQQTCLELERYLQTEPRRISETFGEDLDCFLHASPPPCIEESFRRLDPLLLPVEATICEKSSAVDILLSRDKLLSETCLSLQPTSSSLDSYTAVNQAQLNAVTSLTPPSSPELSRHLVKTSQTLSAVDGTVTLKLVAKKASLSSVKVGGVAAAAAVTPAGAVKSGQSDSEQGGGGADTCPENKKRVHRCQFNGCRKVYTKSSHLKAHQRTHTGEKPYKCSWEGCEWRFARSDELTRHYRKHTGAKPFKCNHCDRCFSRSDHLALHMKRH.... Result: 0 (no interaction). (6) The miRNA is hsa-miR-194-3p with sequence CCAGUGGGGCUGCUGUUAUCUG. The protein sequence of the target gene is MASSSGAGAAAAAAAANLNAVRETMDVLLEISRILNTGLDMETLSICVRLCEQGINPEALSSVIKELRKATEALKAAENMTS. Result: 0 (no interaction).